Dataset: Forward reaction prediction with 1.9M reactions from USPTO patents (1976-2016). Task: Predict the product of the given reaction. (1) The product is: [N:36]1[CH:37]=[CH:38][N:39]=[CH:40][C:35]=1[O:1][CH2:2][CH2:3][O:4][C:5]1[CH:10]=[CH:9][C:8]([N:11]2[C:15]3[CH:16]=[CH:17][C:18]([C:20]([NH:22][CH2:23][C:24]4[CH:25]=[N:26][CH:27]=[CH:28][CH:29]=4)=[O:21])=[CH:19][C:14]=3[N:13]=[CH:12]2)=[CH:7][CH:6]=1. Given the reactants [OH:1][CH2:2][CH2:3][O:4][C:5]1[CH:10]=[CH:9][C:8]([N:11]2[C:15]3[CH:16]=[CH:17][C:18]([C:20]([NH:22][CH2:23][C:24]4[CH:25]=[N:26][CH:27]=[CH:28][CH:29]=4)=[O:21])=[CH:19][C:14]=3[N:13]=[CH:12]2)=[CH:7][CH:6]=1.[H-].[Na+].[H][H].Cl[C:35]1[CH:40]=[N:39][CH:38]=[CH:37][N:36]=1, predict the reaction product. (2) Given the reactants C[O:2][C:3]([C:5]1[CH:10]=[N:9][C:8]([O:11][C:12]2[CH:13]=[C:14]([CH3:28])[C:15]3[CH:19]([CH2:20][C:21]([O:23][CH2:24][CH3:25])=[O:22])[O:18][B:17]([OH:26])[C:16]=3[CH:27]=2)=[CH:7][N:6]=1)=[O:4].[Li+].[OH-].Cl, predict the reaction product. The product is: [CH2:24]([O:23][C:21]([CH2:20][CH:19]1[O:18][B:17]([OH:26])[C:16]2[CH:27]=[C:12]([O:11][C:8]3[N:9]=[CH:10][C:5]([C:3]([OH:4])=[O:2])=[N:6][CH:7]=3)[CH:13]=[C:14]([CH3:28])[C:15]1=2)=[O:22])[CH3:25]. (3) Given the reactants [CH3:1][O:2][C:3]1[N:4]=[CH:5][CH:6]=[C:7]2[C:12]=1[C:11](=O)[NH:10][C:9]([CH2:14][CH2:15][CH2:16][N:17]1[C:25](=[O:26])[C:24]3[C:19](=[CH:20][CH:21]=[CH:22][CH:23]=3)[C:18]1=[O:27])=[CH:8]2.O=P(Cl)(Cl)[Cl:30], predict the reaction product. The product is: [Cl:30][C:11]1[C:12]2[C:7](=[CH:6][CH:5]=[N:4][C:3]=2[O:2][CH3:1])[CH:8]=[C:9]([CH2:14][CH2:15][CH2:16][N:17]2[C:25](=[O:26])[C:24]3[C:19](=[CH:20][CH:21]=[CH:22][CH:23]=3)[C:18]2=[O:27])[N:10]=1. (4) The product is: [C:1]1([CH:7]2[C:16]3[C:11](=[CH:12][CH:13]=[CH:14][CH:15]=3)[CH2:10][CH2:9][N:8]2[C:17]([O:18][C:19]2[CH:24]=[CH:23][CH:22]=[CH:21][CH:20]=2)=[O:25])[CH:2]=[CH:3][CH:4]=[CH:5][CH:6]=1. Given the reactants [C:1]1([CH:7]2[C:16]3[C:11](=[CH:12][CH:13]=[CH:14][CH:15]=3)[CH2:10][CH2:9][NH:8]2)[CH:6]=[CH:5][CH:4]=[CH:3][CH:2]=1.[C:17](=O)([O:25]C1C=CC=CC=1)[O:18][C:19]1[CH:24]=[CH:23][CH:22]=[CH:21][CH:20]=1.CN(C1C=CC=CN=1)C, predict the reaction product.